Binary Classification. Given a miRNA mature sequence and a target amino acid sequence, predict their likelihood of interaction. From a dataset of Experimentally validated miRNA-target interactions with 360,000+ pairs, plus equal number of negative samples. The miRNA is mmu-miR-1192 with sequence AAACAAACAAACAGACCAAAUU. The protein sequence of the target gene is MEAQQALVASKDGDMATLERLFEAGALRPDITDDLGAGLVHHATRAGHLDCVKFLVQRAKLPGNQQAHNGATPVHDAAATGNLAELCWLVRDAGCGLQDQDASGVSPLHLAARFGHPALVEWLLREGHAATLETLEGALPLHHAAVSGDLTCLKLLTAAHSSGVNQRTCSGASPLYLACQEGHLHLAQFLVKDCGADVRLRALDGMSSLHAAAAHGHYSLVVWLVTFTDIGLTARDNEGATALHFAARGGHTPILDRLLLMGAPIMRDSWGGTPLHDAAENGHMECCQTLLSHHVDPFLR.... Result: 1 (interaction).